From a dataset of Reaction yield outcomes from USPTO patents with 853,638 reactions. Predict the reaction yield, written as a fraction of the theoretical maximum amount of product (1.0 means a 100% yield; for example, 0.34 means a 34% yield). (1) The reactants are C([O:5][C:6]([N:8]1[CH2:13][CH2:12][N:11]([CH2:14][C:15]2([CH3:26])[O:19][C:18]3=[N:20][C:21]([N+:23]([O-:25])=[O:24])=[CH:22][N:17]3[CH2:16]2)[CH2:10][CH2:9]1)=[O:7])(C)(C)C.FC(F)(F)C(O)=O.C(N(CC)CC)C.[Cl:41]C(O[CH2:45][C:46]1[CH:51]=[CH:50][CH:49]=[CH:48][CH:47]=1)=O.Cl. The catalyst is C(OCC)(=O)C.C(Cl)Cl. The product is [ClH:41].[CH3:26][C:15]1([CH2:14][N:11]2[CH2:10][CH2:9][N:8]([C:6]([O:5][CH2:45][C:46]3[CH:51]=[CH:50][CH:49]=[CH:48][CH:47]=3)=[O:7])[CH2:13][CH2:12]2)[O:19][C:18]2=[N:20][C:21]([N+:23]([O-:25])=[O:24])=[CH:22][N:17]2[CH2:16]1. The yield is 0.300. (2) The reactants are [F:1][CH:2]([F:29])[C:3]1[N:8]=[CH:7][C:6]([CH2:9][O:10][C:11]2[CH:26]=[CH:25][C:14]([CH2:15][NH:16][C:17]3[C:22]([NH2:23])=[CH:21][C:20]([I:24])=[CH:19][N:18]=3)=[CH:13][C:12]=2[O:27][CH3:28])=[CH:5][CH:4]=1.CN.[CH:32](OCC)(OCC)OCC.O.C1(C)C=CC(S(O)(=O)=O)=CC=1. The catalyst is C(O)C. The product is [F:29][CH:2]([F:1])[C:3]1[N:8]=[CH:7][C:6]([CH2:9][O:10][C:11]2[CH:26]=[CH:25][C:14]([CH2:15][N:16]3[C:17]4=[N:18][CH:19]=[C:20]([I:24])[CH:21]=[C:22]4[N:23]=[CH:32]3)=[CH:13][C:12]=2[O:27][CH3:28])=[CH:5][CH:4]=1. The yield is 0.990. (3) The reactants are [NH2:1][CH2:2][CH:3]([OH:6])[CH2:4][OH:5].Cl[C:8]1[N:13]=[CH:12][C:11]2[C:14](=[C:23]3[C:31]4[C:26](=[CH:27][CH:28]=[CH:29][CH:30]=4)[NH:25][C:24]3=[O:32])[O:15][CH:16]([C:17]3[CH:22]=[CH:21][CH:20]=[CH:19][CH:18]=3)[C:10]=2[C:9]=1[Cl:33].[CH:34](O)(C)C. No catalyst specified. The product is [Cl:33][C:9]1[C:10]2[CH:16]([C:17]([CH:22]=[CH:21][CH3:34])=[CH:18][CH:19]=[CH2:20])[O:15][C:14](=[C:23]3[C:31]4[C:26](=[CH:27][CH:28]=[CH:29][CH:30]=4)[NH:25][C:24]3=[O:32])[C:11]=2[CH:12]=[N:13][C:8]=1[NH:1][CH2:2][CH:3]([OH:6])[CH2:4][OH:5]. The yield is 0.500. (4) The reactants are F[C:2](F)(F)C(O)=O.C([Zn]CC)C.ICI.[CH2:16]=[C:17]1[CH2:22][CH2:21][CH:20]([C:23]([O:25][CH2:26][CH3:27])=[O:24])[CH2:19][CH2:18]1. The catalyst is C(Cl)Cl. The product is [CH2:2]1[C:17]2([CH2:18][CH2:19][CH:20]([C:23]([O:25][CH2:26][CH3:27])=[O:24])[CH2:21][CH2:22]2)[CH2:16]1. The yield is 0.840. (5) The reactants are [CH3:1][O:2][C:3]1[CH:12]=[CH:11][C:10]([N+:13]([O-])=O)=[C:9]2[C:4]=1[CH:5]=[CH:6][CH:7]=[N:8]2.O.O.Cl[Sn]Cl.[OH-].[Na+]. The catalyst is C(O)C.C(OCC)(=O)C. The product is [CH3:1][O:2][C:3]1[CH:12]=[CH:11][C:10]([NH2:13])=[C:9]2[C:4]=1[CH:5]=[CH:6][CH:7]=[N:8]2. The yield is 0.530. (6) The reactants are [C:1]([C:4]1[CH:5]=[C:6]([CH:11]=[C:12]([Cl:14])[CH:13]=1)[C:7](OC)=[O:8])(=[O:3])[NH2:2].[H-].[Al+3].[Li+].[H-].[H-].[H-].O.O.O.O.O.O.O.O.O.O.S([O-])([O-])(=O)=O.[Na+].[Na+]. The catalyst is C1COCC1. The product is [Cl:14][C:12]1[CH:13]=[C:4]([CH:5]=[C:6]([CH2:7][OH:8])[CH:11]=1)[C:1]([NH2:2])=[O:3]. The yield is 0.400. (7) The reactants are [C:1]([C:5]1[N:6]([CH3:17])[C:7]2[C:12]([CH:13]=1)=[CH:11][C:10]([N+:14]([O-])=O)=[CH:9][CH:8]=2)([CH3:4])([CH3:3])[CH3:2]. The catalyst is CO.[Ni]. The product is [C:1]([C:5]1[N:6]([CH3:17])[C:7]2[C:12]([CH:13]=1)=[CH:11][C:10]([NH2:14])=[CH:9][CH:8]=2)([CH3:4])([CH3:2])[CH3:3]. The yield is 0.660.